From a dataset of Forward reaction prediction with 1.9M reactions from USPTO patents (1976-2016). Predict the product of the given reaction. (1) The product is: [Cl:12][C:13]1[CH:22]=[C:21]([F:23])[CH:20]=[CH:19][C:14]=1[CH:15]([N:16]([CH3:18])[CH3:17])[C:4]1[C:3]2[C:7](=[CH:8][CH:9]=[CH:10][C:2]=2[CH3:1])[NH:6][CH:5]=1. Given the reactants [CH3:1][C:2]1[CH:10]=[CH:9][CH:8]=[C:7]2[C:3]=1[CH:4]=[CH:5][NH:6]2.[Cl-].[Cl:12][C:13]1[CH:22]=[C:21]([F:23])[CH:20]=[CH:19][C:14]=1[CH:15]=[N+:16]([CH3:18])[CH3:17].ClC1C=C(F)C=CC=1C=O.CNC, predict the reaction product. (2) Given the reactants [NH:1]1[C:5]2[CH:6]=[CH:7][CH:8]=[CH:9][C:4]=2[N:3]=[N:2]1.[F:10][C:11]([F:20])([F:19])[C:12]1[CH:18]=[CH:17][C:15]([NH2:16])=[CH:14][CH:13]=1.[CH:21](=O)[CH2:22][CH3:23], predict the reaction product. The product is: [N:1]1([CH:21]([NH:16][C:15]2[CH:17]=[CH:18][C:12]([C:11]([F:19])([F:20])[F:10])=[CH:13][CH:14]=2)[CH2:22][CH3:23])[C:5]2[CH:6]=[CH:7][CH:8]=[CH:9][C:4]=2[N:3]=[N:2]1. (3) Given the reactants [H-].[Na+].[CH3:3][S:4]([CH2:7][CH2:8][NH:9][C:10](=[O:15])[C:11]([F:14])([F:13])[F:12])(=[O:6])=[O:5].Br[CH2:17][C:18]([O:20][CH2:21][CH3:22])=[O:19], predict the reaction product. The product is: [CH2:21]([O:20][C:18]([CH2:17][N:9]([CH2:8][CH2:7][S:4]([CH3:3])(=[O:5])=[O:6])[C:10](=[O:15])[C:11]([F:12])([F:14])[F:13])=[O:19])[CH3:22]. (4) Given the reactants [Cl:1][C:2]1[CH:7]=[C:6]([C:8](O)([CH3:10])[CH3:9])[CH:5]=[CH:4][N:3]=1.C(N(S(F)(F)[F:18])CC)C.C(=O)([O-])O.[Na+], predict the reaction product. The product is: [Cl:1][C:2]1[CH:7]=[C:6]([C:8]([F:18])([CH3:10])[CH3:9])[CH:5]=[CH:4][N:3]=1. (5) Given the reactants [ClH:1].[CH:2]1([NH:5][C:6](=[O:32])[C:7]2[CH:12]=[CH:11][C:10]([CH3:13])=[C:9]([N:14]3[C:23](=[O:24])[C:22]4[C:17](=[CH:18][CH:19]=[C:20]([N:25]5[CH2:30][CH2:29][N:28]([CH3:31])[CH2:27][CH2:26]5)[CH:21]=4)[N:16]=[CH:15]3)[CH:8]=2)[CH2:4][CH2:3]1, predict the reaction product. The product is: [ClH:1].[CH:2]1([NH:5][C:6](=[O:32])[C:7]2[CH:12]=[CH:11][C:10]([CH3:13])=[C:9]([N:14]3[C:23](=[O:24])[C:22]4[C:17](=[CH:18][CH:19]=[C:20]([N:25]5[CH2:26][CH2:27][N:28]([CH3:31])[CH2:29][CH2:30]5)[CH:21]=4)[N:16]=[CH:15]3)[CH:8]=2)[CH2:4][CH2:3]1. (6) The product is: [Cl:1][C:2]1[CH:3]=[CH:4][CH:5]=[C:6]2[C:11]=1[N:10]=[N:9][C:8]([C:12]1[CH:13]=[CH:14][CH:15]=[CH:16][CH:17]=1)=[C:7]2[C:18]1[CH:19]=[C:20]([NH:24][CH2:36][C:33]2[S:32][C:31]3[CH:30]=[CH:29][CH:28]=[C:27]([C:26]([F:38])([F:25])[F:39])[C:35]=3[CH:34]=2)[CH:21]=[CH:22][CH:23]=1. Given the reactants [Cl:1][C:2]1[CH:3]=[CH:4][CH:5]=[C:6]2[C:11]=1[N:10]=[N:9][C:8]([C:12]1[CH:17]=[CH:16][CH:15]=[CH:14][CH:13]=1)=[C:7]2[C:18]1[CH:19]=[C:20]([NH2:24])[CH:21]=[CH:22][CH:23]=1.[F:25][C:26]([F:39])([F:38])[C:27]1[C:35]2[CH:34]=[C:33]([CH:36]=O)[S:32][C:31]=2[CH:30]=[CH:29][CH:28]=1, predict the reaction product. (7) Given the reactants [CH3:1][N:2]1[CH2:7][CH2:6][CH:5]([C:8]2[NH:9][C:10](=[O:18])[C:11]3[C:16]([CH:17]=2)=[CH:15][CH:14]=[CH:13][CH:12]=3)[CH2:4][CH2:3]1, predict the reaction product. The product is: [CH3:1][N:2]1[CH2:7][CH2:6][CH:5]([CH:8]2[CH2:17][C:16]3[C:11](=[CH:12][CH:13]=[CH:14][CH:15]=3)[C:10](=[O:18])[NH:9]2)[CH2:4][CH2:3]1. (8) Given the reactants [NH2:1][C@H:2]([C:5]1[CH:10]=[CH:9][C:8]([F:11])=[C:7]([N:12]2[CH2:17][CH2:16][O:15][CH2:14][CH2:13]2)[CH:6]=1)[CH2:3][OH:4].[C:18]1([CH:24]2[CH2:26][CH:25]2[C:27](O)=[O:28])[CH:23]=[CH:22][CH:21]=[CH:20][CH:19]=1.CCN=C=NCCCN(C)C.Cl.C(N(CC)CC)C, predict the reaction product. The product is: [F:11][C:8]1[CH:9]=[CH:10][C:5]([CH:2]([NH:1][C:27]([CH:25]2[CH2:26][CH:24]2[C:18]2[CH:23]=[CH:22][CH:21]=[CH:20][CH:19]=2)=[O:28])[CH2:3][OH:4])=[CH:6][C:7]=1[N:12]1[CH2:17][CH2:16][O:15][CH2:14][CH2:13]1.